This data is from Reaction yield outcomes from USPTO patents with 853,638 reactions. The task is: Predict the reaction yield, written as a fraction of the theoretical maximum amount of product (1.0 means a 100% yield; for example, 0.34 means a 34% yield). The yield is 0.990. The product is [F:19][C:20]([F:34])([F:35])[C:21]1[CH:22]=[C:23]([C:24]([NH:1][C:2]2[CH:11]=[CH:10][C:9]([Cl:12])=[CH:8][C:3]=2[C:4]([O:6][CH3:7])=[O:5])=[O:25])[CH:27]=[C:28]([C:30]([F:31])([F:32])[F:33])[CH:29]=1. The reactants are [NH2:1][C:2]1[CH:11]=[CH:10][C:9]([Cl:12])=[CH:8][C:3]=1[C:4]([O:6][CH3:7])=[O:5].CC(N(C)C)=O.[F:19][C:20]([F:35])([F:34])[C:21]1[CH:22]=[C:23]([CH:27]=[C:28]([C:30]([F:33])([F:32])[F:31])[CH:29]=1)[C:24](Cl)=[O:25]. The catalyst is O.